From a dataset of Peptide-MHC class I binding affinity with 185,985 pairs from IEDB/IMGT. Regression. Given a peptide amino acid sequence and an MHC pseudo amino acid sequence, predict their binding affinity value. This is MHC class I binding data. (1) The peptide sequence is VLLDYQGML. The MHC is HLA-A02:02 with pseudo-sequence HLA-A02:02. The binding affinity (normalized) is 0.633. (2) The peptide sequence is DSPATLSAY. The binding affinity (normalized) is 0.0847. The MHC is HLA-A02:12 with pseudo-sequence HLA-A02:12. (3) The peptide sequence is DVSLSAYII. The MHC is HLA-A02:03 with pseudo-sequence HLA-A02:03. The binding affinity (normalized) is 0.388. (4) The peptide sequence is QGMSPSYVK. The MHC is HLA-A03:01 with pseudo-sequence HLA-A03:01. The binding affinity (normalized) is 0.445.